From a dataset of Forward reaction prediction with 1.9M reactions from USPTO patents (1976-2016). Predict the product of the given reaction. (1) Given the reactants [CH3:1][O:2][C:3](=[O:18])[C:4]1[CH:9]=[CH:8][CH:7]=[C:6](OS(C(F)(F)F)(=O)=O)[CH:5]=1.CN1CCCC1=O.[CH2:26]([Mg]Br)[CH2:27][C:28]1[CH:33]=[CH:32][CH:31]=[CH:30][CH:29]=1.Cl, predict the reaction product. The product is: [CH3:1][O:2][C:3](=[O:18])[C:4]1[CH:9]=[CH:8][CH:7]=[C:6]([CH2:26][CH2:27][C:28]2[CH:33]=[CH:32][CH:31]=[CH:30][CH:29]=2)[CH:5]=1. (2) The product is: [Cl:44][C:28]1[C:29]([NH:31][C:32]2[CH:37]=[CH:36][CH:35]=[CH:34][C:33]=2[S:38](=[O:40])(=[O:39])[N:41]([CH3:42])[CH3:43])=[N:30][C:25]([NH:1][C:2]2[CH:21]=[CH:20][C:5]3[N:6]([CH2:18][CH3:19])[C:7](=[O:17])[CH:8]([NH:11][C:12]([CH:14]4[CH2:15][CH2:16]4)=[O:13])[CH2:9][CH2:10][C:4]=3[C:3]=2[O:22][CH3:23])=[N:26][CH:27]=1. Given the reactants [NH2:1][C:2]1[CH:21]=[CH:20][C:5]2[N:6]([CH2:18][CH3:19])[C:7](=[O:17])[CH:8]([NH:11][C:12]([CH:14]3[CH2:16][CH2:15]3)=[O:13])[CH2:9][CH2:10][C:4]=2[C:3]=1[O:22][CH3:23].Cl[C:25]1[N:30]=[C:29]([NH:31][C:32]2[CH:37]=[CH:36][CH:35]=[CH:34][C:33]=2[S:38]([N:41]([CH3:43])[CH3:42])(=[O:40])=[O:39])[C:28]([Cl:44])=[CH:27][N:26]=1, predict the reaction product. (3) Given the reactants Br[C:2]1[CH:3]=[C:4]2[C:8](=[CH:9][CH:10]=1)[N:7]([C:11]1[CH:16]=[CH:15][C:14]([F:17])=[CH:13][CH:12]=1)[N:6]=[CH:5]2.C([Li])CCC.[F:23][C:24]([F:37])([F:36])[C:25]([C:27]1[C:35]2[C:30](=[CH:31][CH:32]=[CH:33][CH:34]=2)[NH:29][CH:28]=1)=[O:26], predict the reaction product. The product is: [F:37][C:24]([F:23])([F:36])[C:25]([C:2]1[CH:3]=[C:4]2[C:8](=[CH:9][CH:10]=1)[N:7]([C:11]1[CH:16]=[CH:15][C:14]([F:17])=[CH:13][CH:12]=1)[N:6]=[CH:5]2)([C:27]1[C:35]2[C:30](=[CH:31][CH:32]=[CH:33][CH:34]=2)[NH:29][CH:28]=1)[OH:26]. (4) The product is: [CH3:15][Si:16]([CH3:19])([CH3:18])[O:9][CH2:8][CH2:7][O:6][C:4](=[O:5])[C:2]([CH3:1])=[CH2:3]. Given the reactants [CH3:1][C:2]([C:4]([O:6][CH2:7][CH2:8][OH:9])=[O:5])=[CH2:3].[O-2].[Al+3].[O-2].[O-2].[Al+3].[CH3:15][Si:16]([CH3:19])([CH3:18])Cl, predict the reaction product. (5) Given the reactants C[O:2][C:3](=[O:14])[CH2:4][CH2:5][CH2:6][C:7]1[CH:12]=[CH:11][C:10]([NH2:13])=[CH:9][CH:8]=1.CCN(CC)CC.[C:22]1([S:28](Cl)(=[O:30])=[O:29])[CH:27]=[CH:26][CH:25]=[CH:24][CH:23]=1.[NH4+].[Cl-].[Li+].[OH-].Cl, predict the reaction product. The product is: [C:22]1([S:28]([NH:13][C:10]2[CH:11]=[CH:12][C:7]([CH2:6][CH2:5][CH2:4][C:3]([OH:2])=[O:14])=[CH:8][CH:9]=2)(=[O:30])=[O:29])[CH:27]=[CH:26][CH:25]=[CH:24][CH:23]=1. (6) The product is: [Cl:1][C:2]1[N:7]=[C:6]([C:8]([O:10][CH3:11])=[O:9])[CH:5]=[CH:4][C:3]=1[CH:12]([OH:13])[C:23]([C:22]#[N:25])=[CH2:24]. Given the reactants [Cl:1][C:2]1[N:7]=[C:6]([C:8]([O:10][CH3:11])=[O:9])[CH:5]=[CH:4][C:3]=1[CH:12]=[O:13].C1N2CCN(CC2)C1.[C:22](#[N:25])[CH:23]=[CH2:24], predict the reaction product. (7) The product is: [CH2:1]([O:8][C:9]1[CH:14]=[C:13]([O:15][CH2:16][C:17]2[CH:22]=[CH:21][CH:20]=[CH:19][CH:18]=2)[CH:12]=[C:11]([O:23][C:24]2[CH:25]=[CH:26][C:27]([N+:30]([O-:32])=[O:31])=[CH:28][CH:29]=2)[C:10]=1[C:33](=[O:35])[CH2:34][C:51](=[O:57])[C:52]([O:54][CH2:55][CH3:56])=[O:53])[C:2]1[CH:3]=[CH:4][CH:5]=[CH:6][CH:7]=1. Given the reactants [CH2:1]([O:8][C:9]1[CH:14]=[C:13]([O:15][CH2:16][C:17]2[CH:22]=[CH:21][CH:20]=[CH:19][CH:18]=2)[CH:12]=[C:11]([O:23][C:24]2[CH:29]=[CH:28][C:27]([N+:30]([O-:32])=[O:31])=[CH:26][CH:25]=2)[C:10]=1[C:33](=[O:35])[CH3:34])[C:2]1[CH:7]=[CH:6][CH:5]=[CH:4][CH:3]=1.[Li].C[Si]([N-][Si](C)(C)C)(C)C.C1COCC1.[C:51](OCC)(=[O:57])[C:52]([O:54][CH2:55][CH3:56])=[O:53].Cl, predict the reaction product. (8) Given the reactants [Cl:1][C:2]1[N:7]=[CH:6][C:5]2[C:8]([CH:11]3[CH2:13][CH2:12]3)=[N:9][NH:10][C:4]=2[CH:3]=1.CC([O-])(C)C.[K+].Cl[C:21]1[N:26]=[CH:25][C:24]([C:27]2[CH:32]=[CH:31][CH:30]=[CH:29][C:28]=2[F:33])=[CH:23][N:22]=1, predict the reaction product. The product is: [Cl:1][C:2]1[N:7]=[CH:6][C:5]2[C:8]([CH:11]3[CH2:13][CH2:12]3)=[N:9][N:10]([C:21]3[N:22]=[CH:23][C:24]([C:27]4[CH:32]=[CH:31][CH:30]=[CH:29][C:28]=4[F:33])=[CH:25][N:26]=3)[C:4]=2[CH:3]=1. (9) Given the reactants [Cl:1][C:2]1[CH:7]=[C:6]([C:8](O)=[O:9])[CH:5]=[CH:4][C:3]=1[C:11]1[CH:16]=[CH:15][CH:14]=[CH:13][CH:12]=1.C(Cl)(=O)OCC.Cl, predict the reaction product. The product is: [Cl:1][C:2]1[CH:7]=[C:6]([CH2:8][OH:9])[CH:5]=[CH:4][C:3]=1[C:11]1[CH:12]=[CH:13][CH:14]=[CH:15][CH:16]=1.